Dataset: Reaction yield outcomes from USPTO patents with 853,638 reactions. Task: Predict the reaction yield, written as a fraction of the theoretical maximum amount of product (1.0 means a 100% yield; for example, 0.34 means a 34% yield). The reactants are [C:1]([C:5]1[CH:10]=[C:9]([C:11]#[CH:12])[CH:8]=[C:7]([C:13]([CH3:16])([CH3:15])[CH3:14])[C:6]=1[O:17][CH3:18])([CH3:4])([CH3:3])[CH3:2].[CH3:19][O:20][C:21](=[O:30])[CH2:22][C:23]1[CH:28]=[CH:27][C:26](I)=[CH:25][CH:24]=1.C(N(CC)CC)C.C(OCC)(=O)C. The catalyst is CCCCCC.[Cu]I.Cl[Pd](Cl)([P](C1C=CC=CC=1)(C1C=CC=CC=1)C1C=CC=CC=1)[P](C1C=CC=CC=1)(C1C=CC=CC=1)C1C=CC=CC=1. The product is [CH3:19][O:20][C:21](=[O:30])[CH2:22][C:23]1[CH:24]=[CH:25][C:26]([C:12]#[C:11][C:9]2[CH:10]=[C:5]([C:1]([CH3:4])([CH3:2])[CH3:3])[C:6]([O:17][CH3:18])=[C:7]([C:13]([CH3:16])([CH3:15])[CH3:14])[CH:8]=2)=[CH:27][CH:28]=1. The yield is 0.810.